From a dataset of Reaction yield outcomes from USPTO patents with 853,638 reactions. Predict the reaction yield, written as a fraction of the theoretical maximum amount of product (1.0 means a 100% yield; for example, 0.34 means a 34% yield). (1) The reactants are [Br:1]Br.[CH2:3]([N:5]1[C:9]([C:10]2[CH:15]=[CH:14][N:13]=[C:12]([NH:16][C:17]3[CH:22]=[CH:21][C:20]([S:23](=[O:30])(=[O:29])[NH:24][CH2:25][CH2:26][O:27][CH3:28])=[CH:19][CH:18]=3)[N:11]=2)=[CH:8][N:7]=[C:6]1[CH3:31])[CH3:4]. The catalyst is C(O)(=O)C. The product is [Br:1][C:15]1[C:10]([C:9]2[N:5]([CH2:3][CH3:4])[C:6]([CH3:31])=[N:7][CH:8]=2)=[N:11][C:12]([NH:16][C:17]2[CH:18]=[CH:19][C:20]([S:23](=[O:30])(=[O:29])[NH:24][CH2:25][CH2:26][O:27][CH3:28])=[CH:21][CH:22]=2)=[N:13][CH:14]=1. The yield is 0.600. (2) The reactants are [C:1]([O:5][C:6]([N:8]1[CH2:13][CH2:12][CH:11]([OH:14])[CH2:10][CH2:9]1)=[O:7])([CH3:4])([CH3:3])[CH3:2].[N+:15]([C:18]1[CH:28]=[C:22]([C:23]([O:25][CH2:26][CH3:27])=[O:24])[C:21](O)=[CH:20][CH:19]=1)([O-:17])=[O:16].C1(P(C2C=CC=CC=2)C2C=CC=CC=2)C=CC=CC=1.N(C(OCC)=O)=NC(OCC)=O. The catalyst is ClCCl.CCCCCC. The product is [C:1]([O:5][C:6]([N:8]1[CH2:13][CH2:12][CH:11]([O:14][C:21]2[CH:20]=[CH:19][C:18]([N+:15]([O-:17])=[O:16])=[CH:28][C:22]=2[C:23]([O:25][CH2:26][CH3:27])=[O:24])[CH2:10][CH2:9]1)=[O:7])([CH3:4])([CH3:2])[CH3:3]. The yield is 0.610. (3) The reactants are [CH2:1]([N:4]1[C:12]2[C:7](=[CH:8][CH:9]=[CH:10][CH:11]=2)[CH2:6][C:5]1=[O:13])[CH2:2][CH3:3].Br[CH2:15][CH2:16]Br.O1CCCC1.[H-].[Na+]. The product is [CH2:1]([N:4]1[C:12]2[C:7](=[CH:8][CH:9]=[CH:10][CH:11]=2)[C:6]2([CH2:16][CH2:15]2)[C:5]1=[O:13])[CH2:2][CH3:3]. The yield is 0.890. The catalyst is O.CO.CN(C)C=O. (4) The reactants are Br[C:2]1[C:10]2[O:9][CH:8]([CH2:11][O:12][S:13]([C:16]3[CH:21]=[CH:20][C:19]([CH3:22])=[CH:18][CH:17]=3)(=[O:15])=[O:14])[O:7][C:6]=2[CH:5]=[C:4]([Cl:23])[CH:3]=1.[F:24][C:25]1[CH:30]=[CH:29][CH:28]=[CH:27][C:26]=1B(O)O. No catalyst specified. The product is [F:24][C:25]1[CH:30]=[CH:29][CH:28]=[CH:27][C:26]=1[C:2]1[C:10]2[O:9][CH:8]([CH2:11][O:12][S:13]([C:16]3[CH:17]=[CH:18][C:19]([CH3:22])=[CH:20][CH:21]=3)(=[O:14])=[O:15])[O:7][C:6]=2[CH:5]=[C:4]([Cl:23])[CH:3]=1. The yield is 0.870. (5) The reactants are [NH3:1].Cl[CH2:3][C:4]([N:6]([C:8]1[CH:13]=[C:12]([CH3:14])[C:11](/[CH:15]=[CH:16]/[S:17]([N:20]2[CH2:41][CH2:40][C:23]3([N:27]=[C:26]([C:28]4[CH:33]=[CH:32][CH:31]=[C:30]([O:34][C:35]([F:38])([F:37])[F:36])[CH:29]=4)[NH:25][C:24]3=[O:39])[CH2:22][CH2:21]2)(=[O:19])=[O:18])=[C:10]([CH3:42])[CH:9]=1)[CH3:7])=[O:5]. The catalyst is C(O)C. The product is [NH2:1][CH2:3][C:4]([N:6]([C:8]1[CH:13]=[C:12]([CH3:14])[C:11](/[CH:15]=[CH:16]/[S:17]([N:20]2[CH2:41][CH2:40][C:23]3([N:27]=[C:26]([C:28]4[CH:33]=[CH:32][CH:31]=[C:30]([O:34][C:35]([F:38])([F:37])[F:36])[CH:29]=4)[NH:25][C:24]3=[O:39])[CH2:22][CH2:21]2)(=[O:19])=[O:18])=[C:10]([CH3:42])[CH:9]=1)[CH3:7])=[O:5]. The yield is 0.310.